Task: Predict the reactants needed to synthesize the given product.. Dataset: Full USPTO retrosynthesis dataset with 1.9M reactions from patents (1976-2016) (1) Given the product [CH3:10][O:9][C:8]1[C:3]([O:2][CH3:1])=[CH:4][N:5]=[C:6]([N:11]2[C:20](=[O:21])[C:19]3[C:14](=[CH:15][C:16]([C:22]([NH:33][CH2:32][C:28]4[CH:27]=[N:26][CH:31]=[CH:30][CH:29]=4)=[O:23])=[CH:17][CH:18]=3)[NH:13][C:12]2=[S:25])[N:7]=1, predict the reactants needed to synthesize it. The reactants are: [CH3:1][O:2][C:3]1[CH:4]=[N:5][C:6]([N:11]2[C:20](=[O:21])[C:19]3[C:14](=[CH:15][C:16]([C:22](O)=[O:23])=[CH:17][CH:18]=3)[NH:13][C:12]2=[S:25])=[N:7][C:8]=1[O:9][CH3:10].[N:26]1[CH:31]=[CH:30][CH:29]=[C:28]([CH2:32][NH2:33])[CH:27]=1.CCN(C(C)C)C(C)C.CN(C(ON1N=NC2C=CC=NC1=2)=[N+](C)C)C.F[P-](F)(F)(F)(F)F. (2) Given the product [CH3:1][O:2][C:3]1[CH:4]=[CH:5][C:6]([C:9]2[CH2:13][N:34]([CH3:33])[C:11](=[O:14])[C:10]=2[C:15]2[CH:16]=[CH:17][C:18]([O:21][CH2:22][C:23]3[CH:32]=[CH:31][C:30]4[C:25](=[CH:26][CH:27]=[CH:28][CH:29]=4)[N:24]=3)=[CH:19][CH:20]=2)=[CH:7][CH:8]=1, predict the reactants needed to synthesize it. The reactants are: [CH3:1][O:2][C:3]1[CH:8]=[CH:7][C:6]([C:9]2[CH2:13]O[C:11](=[O:14])[C:10]=2[C:15]2[CH:20]=[CH:19][C:18]([O:21][CH2:22][C:23]3[CH:32]=[CH:31][C:30]4[C:25](=[CH:26][CH:27]=[CH:28][CH:29]=4)[N:24]=3)=[CH:17][CH:16]=2)=[CH:5][CH:4]=1.[CH3:33][NH2:34]. (3) Given the product [CH3:14][C:11]1([O:15][C:17]2[CH:22]=[CH:21][CH:20]=[CH:19][C:18]=2[C:23]([F:26])([F:25])[F:24])[CH2:10][CH2:9][NH:8][CH2:13][CH2:12]1.[C:1]([O:5][C:6]([N:8]1[CH2:13][CH2:12][C:11]([CH3:14])([O:16][C:17]2[CH:22]=[CH:21][CH:20]=[CH:19][C:18]=2[C:23]([F:24])([F:25])[F:26])[CH2:10][CH2:9]1)=[O:7])([CH3:4])([CH3:2])[CH3:3], predict the reactants needed to synthesize it. The reactants are: [C:1]([O:5][C:6]([N:8]1[CH2:13][CH2:12][C:11]([OH:15])([CH3:14])[CH2:10][CH2:9]1)=[O:7])([CH3:4])([CH3:3])[CH3:2].[OH:16][C:17]1[CH:22]=[CH:21][CH:20]=[CH:19][C:18]=1[C:23]([F:26])([F:25])[F:24].C1(P(C2C=CC=CC=2)C2C=CC=CC=2)C=CC=CC=1.N(C(OCC)=O)=NC(OCC)=O.